From a dataset of Catalyst prediction with 721,799 reactions and 888 catalyst types from USPTO. Predict which catalyst facilitates the given reaction. (1) Product: [CH3:37][Si:36]([CH3:39])([CH3:38])[C:3]1[CH:4]=[CH:5][CH:1]([C:6]([C:9]2[C:21]3[CH2:20][C:19]4[C:14](=[CH:15][C:16]([C:22]([CH3:25])([CH3:24])[CH3:23])=[CH:17][CH:18]=4)[C:13]=3[CH:12]=[C:11]([C:26]([CH3:29])([CH3:28])[CH3:27])[CH:10]=2)([CH3:8])[CH3:7])[CH:2]=1. Reactant: [CH:1]1([C:6]([C:9]2[C:21]3[CH2:20][C:19]4[C:14](=[CH:15][C:16]([C:22]([CH3:25])([CH3:24])[CH3:23])=[CH:17][CH:18]=4)[C:13]=3[CH:12]=[C:11]([C:26]([CH3:29])([CH3:28])[CH3:27])[CH:10]=2)([CH3:8])[CH3:7])[CH:5]=[CH:4][CH:3]=[CH:2]1.[Li]CCCC.Cl[Si:36]([CH3:39])([CH3:38])[CH3:37]. The catalyst class is: 1. (2) Reactant: C(OC1C=C(C=C(OCC)C=1F)C[N:8]1[CH2:13][CH2:12][CH:11]([NH:14][C:15](=[O:27])[C:16]2[CH:21]=[CH:20][CH:19]=[C:18]([C:22]3[N:23]=[N:24][NH:25][N:26]=3)[CH:17]=2)[CH2:10][CH2:9]1)C.[CH:35]([O:38][C:39]1[CH:40]=[C:41]([CH:44]=[C:45]([O:47][CH:48]([CH3:50])[CH3:49])[CH:46]=1)[CH:42]=O)([CH3:37])[CH3:36].C([BH3-])#N.[Na+].C(N(C(C)C)C(C)C)C. The catalyst class is: 212. Product: [CH:35]([O:38][C:39]1[CH:40]=[C:41]([CH:44]=[C:45]([O:47][CH:48]([CH3:50])[CH3:49])[CH:46]=1)[CH2:42][N:8]1[CH2:13][CH2:12][CH:11]([NH:14][C:15](=[O:27])[C:16]2[CH:21]=[CH:20][CH:19]=[C:18]([C:22]3[N:23]=[N:24][NH:25][N:26]=3)[CH:17]=2)[CH2:10][CH2:9]1)([CH3:37])[CH3:36]. (3) Reactant: [CH:1](=O)[C:2]1[CH:7]=[CH:6][CH:5]=[CH:4][CH:3]=1.[C:9]([NH:13][C:14]1[C:15]([NH2:21])=[N:16][C:17]([Cl:20])=[CH:18][CH:19]=1)([CH3:12])([CH3:11])[CH3:10].OS([O-])=O.[Na+]. Product: [C:9]([N:13]1[C:14]2[C:15](=[N:16][C:17]([Cl:20])=[CH:18][CH:19]=2)[N:21]=[C:1]1[C:2]1[CH:7]=[CH:6][CH:5]=[CH:4][CH:3]=1)([CH3:12])([CH3:10])[CH3:11]. The catalyst class is: 5. (4) Reactant: [Cl:1][C:2]1[C:3]([C:22]([NH2:24])=[O:23])=[CH:4][C:5]2[N:9]=[C:8]([CH2:10][CH3:11])[N:7]([C:12]3[CH:17]=[CH:16][C:15]([CH2:18][CH2:19][OH:20])=[CH:14][CH:13]=3)[C:6]=2[CH:21]=1.C(N(CC)CC)C.[CH3:32][S:33](Cl)(=[O:35])=[O:34].O. Product: [CH3:32][S:33]([O:20][CH2:19][CH2:18][C:15]1[CH:14]=[CH:13][C:12]([N:7]2[C:6]3[CH:21]=[C:2]([Cl:1])[C:3]([C:22]([NH2:24])=[O:23])=[CH:4][C:5]=3[N:9]=[C:8]2[CH2:10][CH3:11])=[CH:17][CH:16]=1)(=[O:35])=[O:34]. The catalyst class is: 4. (5) Reactant: C[O:2][C:3](=[O:41])[C:4]1[CH:9]=[CH:8][C:7]([O:10][CH2:11][CH2:12][CH2:13][N:14]([CH2:29][C:30]2[CH:35]=[CH:34][CH:33]=[C:32]([C:36]([F:39])([F:38])[F:37])[C:31]=2[Cl:40])[CH2:15][CH:16]([C:23]2[CH:28]=[CH:27][CH:26]=[CH:25][CH:24]=2)[C:17]2[CH:22]=[CH:21][CH:20]=[CH:19][CH:18]=2)=[CH:6][CH:5]=1.O[Li].O. Product: [Cl:40][C:31]1[C:32]([C:36]([F:37])([F:38])[F:39])=[CH:33][CH:34]=[CH:35][C:30]=1[CH2:29][N:14]([CH2:15][CH:16]([C:17]1[CH:18]=[CH:19][CH:20]=[CH:21][CH:22]=1)[C:23]1[CH:28]=[CH:27][CH:26]=[CH:25][CH:24]=1)[CH2:13][CH2:12][CH2:11][O:10][C:7]1[CH:8]=[CH:9][C:4]([C:3]([OH:41])=[O:2])=[CH:5][CH:6]=1. The catalyst class is: 30. (6) Reactant: [C:1]([NH:4][C:5]([CH2:16][C:17]([C:19]1[CH:24]=[CH:23][C:22]([O:25][C:26]2[CH:31]=[CH:30][C:29]([C:32]3[N:33]=[C:34]([CH:37]([CH3:39])[CH3:38])[O:35][CH:36]=3)=[CH:28][CH:27]=2)=[CH:21][CH:20]=1)=[O:18])([C:11](OCC)=[O:12])[C:6](OCC)=[O:7])(=[O:3])[CH3:2].OP([O-])([O-])=O.[K+].[K+].[BH4-].[Na+].[OH-].[Na+]. Product: [OH:7][CH2:6][C:5]([NH:4][C:1](=[O:3])[CH3:2])([CH2:11][OH:12])[CH2:16][CH:17]([OH:18])[C:19]1[CH:24]=[CH:23][C:22]([O:25][C:26]2[CH:31]=[CH:30][C:29]([C:32]3[N:33]=[C:34]([CH:37]([CH3:38])[CH3:39])[O:35][CH:36]=3)=[CH:28][CH:27]=2)=[CH:21][CH:20]=1. The catalyst class is: 88. (7) Reactant: [CH3:1][C:2]([CH3:9])=[CH:3][C:4]([N:6]=[C:7]=[S:8])=[O:5].[NH:10]1[CH2:15][CH2:14][CH2:13][CH2:12][CH2:11]1. Product: [N:10]1([C:7]([NH:6][C:4](=[O:5])[CH:3]=[C:2]([CH3:9])[CH3:1])=[S:8])[CH2:15][CH2:14][CH2:13][CH2:12][CH2:11]1. The catalyst class is: 48. (8) Reactant: [C:12]([O:11][C:9](O[C:9]([O:11][C:12]([CH3:15])([CH3:14])[CH3:13])=[O:10])=[O:10])([CH3:15])([CH3:14])[CH3:13].[Cl:16][C:17]1[CH:18]=[C:19]([N:24]2[C:28](=[O:29])[CH2:27][NH:26][C:25]2=[O:30])[CH:20]=[C:21]([Cl:23])[CH:22]=1. Product: [C:12]([O:11][C:9]([N:26]1[CH2:27][C:28](=[O:29])[N:24]([C:19]2[CH:18]=[C:17]([Cl:16])[CH:22]=[C:21]([Cl:23])[CH:20]=2)[C:25]1=[O:30])=[O:10])([CH3:13])([CH3:14])[CH3:15]. The catalyst class is: 230. (9) Reactant: [CH:1]1([C:4]([NH:6][NH:7][C:8]([CH:10]2[CH2:15][C:14]([CH3:29])([S:16]([C:19]3[CH:24]=[CH:23][CH:22]=[C:21]([C:25]([F:28])([F:27])[F:26])[CH:20]=3)(=[O:18])=[O:17])[CH2:13][CH2:12][O:11]2)=O)=[O:5])[CH2:3][CH2:2]1.O=P(Cl)(Cl)Cl. Product: [CH:1]1([C:4]2[O:5][C:8]([CH:10]3[CH2:15][C:14]([CH3:29])([S:16]([C:19]4[CH:24]=[CH:23][CH:22]=[C:21]([C:25]([F:28])([F:26])[F:27])[CH:20]=4)(=[O:17])=[O:18])[CH2:13][CH2:12][O:11]3)=[N:7][N:6]=2)[CH2:3][CH2:2]1. The catalyst class is: 11.